Dataset: Reaction yield outcomes from USPTO patents with 853,638 reactions. Task: Predict the reaction yield, written as a fraction of the theoretical maximum amount of product (1.0 means a 100% yield; for example, 0.34 means a 34% yield). (1) The reactants are [C:1]1([C:20]2[CH:25]=[CH:24][CH:23]=[CH:22][CH:21]=2)[CH:6]=[CH:5][CH:4]=[CH:3][C:2]=1[CH2:7][C:8]1[NH:9][C:10](=[O:19])[C:11]([OH:18])=[C:12]([C:14]([O:16]C)=O)[N:13]=1.[CH:26]([NH2:29])([CH3:28])[CH3:27]. No catalyst specified. The product is [CH:26]([NH:29][C:14]([C:12]1[N:13]=[C:8]([CH2:7][C:2]2[CH:3]=[CH:4][CH:5]=[CH:6][C:1]=2[C:20]2[CH:21]=[CH:22][CH:23]=[CH:24][CH:25]=2)[NH:9][C:10](=[O:19])[C:11]=1[OH:18])=[O:16])([CH3:28])[CH3:27]. The yield is 0.540. (2) The reactants are Br[C:2]1[CH:3]=[C:4]2[C:9](=[CH:10][CH:11]=1)[N:8]=[CH:7][C:6]([C:12]([CH:14]1[CH2:16][CH2:15]1)=[O:13])=[C:5]2[NH:17][C:18]1[CH:19]=[CH:20][C:21]([NH:24][CH:25]2[CH2:29][CH2:28][N:27](C(OC(C)(C)C)=O)[CH2:26]2)=[N:22][CH:23]=1.[Cl:37][C:38]1[CH:43]=[C:42](B2OC(C)(C)C(C)(C)O2)[CH:41]=[C:40]([F:53])[C:39]=1[OH:54]. No catalyst specified. The product is [Cl:37][C:38]1[CH:43]=[C:42]([C:2]2[CH:3]=[C:4]3[C:9](=[CH:10][CH:11]=2)[N:8]=[CH:7][C:6]([C:12]([CH:14]2[CH2:15][CH2:16]2)=[O:13])=[C:5]3[NH:17][C:18]2[CH:23]=[N:22][C:21]([NH:24][CH:25]3[CH2:29][CH2:28][NH:27][CH2:26]3)=[CH:20][CH:19]=2)[CH:41]=[C:40]([F:53])[C:39]=1[OH:54]. The yield is 0.450. (3) The reactants are [C@@H:1]12[CH2:7][NH:6][C@@H:5]1[CH2:4][N:3]([C:8]([O:10][CH2:11][C:12]1[CH:17]=[CH:16][CH:15]=[CH:14][CH:13]=1)=[O:9])[CH2:2]2.[C:18]([C:20]1[CH:21]=[N:22][CH:23]=[C:24](Br)[CH:25]=1)#[N:19].C([O-])([O-])=O.[Cs+].[Cs+]. The catalyst is C1(C)C=CC=CC=1.C1C=CC(/C=C/C(/C=C/C2C=CC=CC=2)=O)=CC=1.C1C=CC(/C=C/C(/C=C/C2C=CC=CC=2)=O)=CC=1.C1C=CC(/C=C/C(/C=C/C2C=CC=CC=2)=O)=CC=1.[Pd].[Pd].C1C=CC(P(C2C(C3C(P(C4C=CC=CC=4)C4C=CC=CC=4)=CC=C4C=3C=CC=C4)=C3C(C=CC=C3)=CC=2)C2C=CC=CC=2)=CC=1. The product is [C:18]([C:20]1[CH:25]=[C:24]([N:6]2[CH2:7][C@@H:1]3[C@H:5]2[CH2:4][N:3]([C:8]([O:10][CH2:11][C:12]2[CH:17]=[CH:16][CH:15]=[CH:14][CH:13]=2)=[O:9])[CH2:2]3)[CH:23]=[N:22][CH:21]=1)#[N:19]. The yield is 0.470. (4) The reactants are [C:1]([CH:3]=[C:4]1[CH2:9][CH2:8][N:7]([C:10]2[CH:15]=[CH:14][C:13]([N:16]3[CH2:20][C@H:19]([CH2:21][NH:22][CH:23]=[O:24])[O:18][C:17]3=[O:25])=[CH:12][CH:11]=2)[CH2:6][CH2:5]1)#[N:2]. The catalyst is [Pd].O1CCCC1. The product is [C:1]([CH2:3][CH:4]1[CH2:9][CH2:8][N:7]([C:10]2[CH:15]=[CH:14][C:13]([N:16]3[CH2:20][C@H:19]([CH2:21][NH:22][CH:23]=[O:24])[O:18][C:17]3=[O:25])=[CH:12][CH:11]=2)[CH2:6][CH2:5]1)#[N:2]. The yield is 0.880. (5) The reactants are [Si:1]([O:8][C@H:9]1[CH2:13][N:12]([C:14](=[O:42])[C:15]2[CH:20]=[CH:19][CH:18]=[C:17](/[C:21](/[C:28]3[CH:33]=[CH:32][CH:31]=[C:30]([F:34])[C:29]=3[C:35]3[CH:40]=[CH:39][CH:38]=[C:37]([CH3:41])[CH:36]=3)=[CH:22]/[CH2:23][CH2:24][CH2:25][O:26][CH3:27])[CH:16]=2)[CH2:11][C@H:10]1[NH:43][C:44](=[O:50])[O:45][C:46]([CH3:49])([CH3:48])[CH3:47])([C:4]([CH3:7])([CH3:6])[CH3:5])([CH3:3])[CH3:2]. The catalyst is CO.[OH-].[OH-].[Pd+2]. The product is [Si:1]([O:8][C@H:9]1[CH2:13][N:12]([C:14](=[O:42])[C:15]2[CH:20]=[CH:19][CH:18]=[C:17]([CH:21]([C:28]3[CH:33]=[CH:32][CH:31]=[C:30]([F:34])[C:29]=3[C:35]3[CH:40]=[CH:39][CH:38]=[C:37]([CH3:41])[CH:36]=3)[CH2:22][CH2:23][CH2:24][CH2:25][O:26][CH3:27])[CH:16]=2)[CH2:11][C@H:10]1[NH:43][C:44](=[O:50])[O:45][C:46]([CH3:49])([CH3:48])[CH3:47])([C:4]([CH3:7])([CH3:6])[CH3:5])([CH3:3])[CH3:2]. The yield is 0.964. (6) The reactants are [NH2:1][CH2:2][CH2:3][C:4]1[CH:5]=[CH:6][C:7]([O:12][C:13]2[CH:18]=[CH:17][C:16]([C:19]([F:22])([F:21])[F:20])=[CH:15][N:14]=2)=[C:8]([CH:11]=1)[C:9]#[N:10].CS[C:25]1[NH:26][CH:27]=[C:28]([CH2:32][C:33]2[CH:34]=[N:35][CH:36]=[N:37][CH:38]=2)[C:29](=[O:31])[N:30]=1. The catalyst is C(O)C. The product is [O:31]=[C:29]1[C:28]([CH2:32][C:33]2[CH:38]=[N:37][CH:36]=[N:35][CH:34]=2)=[CH:27][NH:26][C:25]([NH:1][CH2:2][CH2:3][C:4]2[CH:5]=[CH:6][C:7]([O:12][C:13]3[CH:18]=[CH:17][C:16]([C:19]([F:22])([F:20])[F:21])=[CH:15][N:14]=3)=[C:8]([CH:11]=2)[C:9]#[N:10])=[N:30]1. The yield is 0.170. (7) The reactants are Br[C:2]1[CH:3]=[C:4]([S:9]([N:12]2[CH2:17][CH2:16][O:15][CH2:14][CH2:13]2)(=[O:11])=[O:10])[C:5]([NH2:8])=[N:6][CH:7]=1.[N:18]1[CH:23]=[CH:22][C:21]([C:24]2[C:33]3[C:28](=[CH:29][CH:30]=[C:31](B4OC(C)(C)C(C)(C)O4)[CH:32]=3)[N:27]=[CH:26][CH:25]=2)=[CH:20][CH:19]=1.ClCCl.C([O-])([O-])=O.[K+].[K+]. The catalyst is C1C=CC(P(C2C=CC=CC=2)[C-]2C=CC=C2)=CC=1.C1C=CC(P(C2C=CC=CC=2)[C-]2C=CC=C2)=CC=1.Cl[Pd]Cl.[Fe+2].O1CCOCC1. The product is [N:12]1([S:9]([C:4]2[C:5]([NH2:8])=[N:6][CH:7]=[C:2]([C:31]3[CH:32]=[C:33]4[C:28](=[CH:29][CH:30]=3)[N:27]=[CH:26][CH:25]=[C:24]4[C:21]3[CH:22]=[CH:23][N:18]=[CH:19][CH:20]=3)[CH:3]=2)(=[O:11])=[O:10])[CH2:17][CH2:16][O:15][CH2:14][CH2:13]1. The yield is 0.370. (8) The reactants are C([O:8][C:9]1[CH:10]=[C:11]2[C:15](=[CH:16][CH:17]=1)[N:14]([CH3:18])[C:13]([C:19]([O:21][CH2:22][CH3:23])=[O:20])=[CH:12]2)C1C=CC=CC=1.C([O-])=O.[NH4+]. The catalyst is [Pd].C(O)C. The product is [OH:8][C:9]1[CH:10]=[C:11]2[C:15](=[CH:16][CH:17]=1)[N:14]([CH3:18])[C:13]([C:19]([O:21][CH2:22][CH3:23])=[O:20])=[CH:12]2. The yield is 0.490. (9) The yield is 0.710. The catalyst is C1COCC1.CCOC(C)=O. The reactants are [C:1]([CH2:3][N:4]1[C:12]2[C:7](=[CH:8][CH:9]=[C:10]([C:13]([O:15][CH2:16][CH3:17])=[O:14])[CH:11]=2)[CH:6]=[C:5]1[C:18]([O:20]CC)=O)#[N:2].CO.[BH4-].[Na+]. The product is [O:20]=[C:18]1[C:5]2=[CH:6][C:7]3[CH:8]=[CH:9][C:10]([C:13]([O:15][CH2:16][CH3:17])=[O:14])=[CH:11][C:12]=3[N:4]2[CH2:3][CH2:1][NH:2]1. (10) The reactants are [Br:1][C:2]1[CH:3]=[C:4]([NH:9][S:10]([C:13]2[CH:18]=[CH:17][C:16]([OH:19])=[CH:15][CH:14]=2)(=[O:12])=[O:11])[C:5](Cl)=[N:6][CH:7]=1.[O-:20][CH2:21][CH3:22].[Na+].C(=O)(O)[O-].[Na+].Cl. No catalyst specified. The product is [Br:1][C:2]1[CH:3]=[C:4]([NH:9][S:10]([C:13]2[CH:18]=[CH:17][C:16]([OH:19])=[CH:15][CH:14]=2)(=[O:12])=[O:11])[C:5]([O:20][CH2:21][CH3:22])=[N:6][CH:7]=1. The yield is 0.940.